From a dataset of Catalyst prediction with 721,799 reactions and 888 catalyst types from USPTO. Predict which catalyst facilitates the given reaction. Product: [NH2:13][C:8]1[CH:9]=[CH:10][CH:11]=[CH:12][C:7]=1[C:6]([N:5]([C@@H:4]([C:1](=[O:3])[NH2:2])[C:30]1[CH:31]=[CH:32][CH:33]=[CH:34][CH:35]=1)[C@H:17]1[C:25]2[C:20](=[CH:21][CH:22]=[C:23]([C:26]([F:27])([F:28])[F:29])[CH:24]=2)[CH2:19][CH2:18]1)=[O:16]. Reactant: [C:1]([C@@H:4]([C:30]1[CH:35]=[CH:34][CH:33]=[CH:32][CH:31]=1)[N:5]([C@H:17]1[C:25]2[C:20](=[CH:21][CH:22]=[C:23]([C:26]([F:29])([F:28])[F:27])[CH:24]=2)[CH2:19][CH2:18]1)[C:6](=[O:16])[C:7]1[CH:12]=[CH:11][CH:10]=[CH:9][C:8]=1[N+:13]([O-])=O)(=[O:3])[NH2:2]. The catalyst class is: 349.